The task is: Predict the reactants needed to synthesize the given product.. This data is from Full USPTO retrosynthesis dataset with 1.9M reactions from patents (1976-2016). (1) Given the product [Br:29][C:28]1[C:23]([CH:19]2[CH2:20][N:17]([C:10]([O:12][C:13]([CH3:16])([CH3:15])[CH3:14])=[O:11])[CH2:18]2)=[N:24][CH:25]=[CH:26][CH:27]=1, predict the reactants needed to synthesize it. The reactants are: BrCCBr.C[Si](Cl)(C)C.[C:10]([N:17]1[CH2:20][CH:19](I)[CH2:18]1)([O:12][C:13]([CH3:16])([CH3:15])[CH3:14])=[O:11].Br[C:23]1[C:28]([Br:29])=[CH:27][CH:26]=[CH:25][N:24]=1.C(Cl)Cl. (2) Given the product [ClH:20].[Br:1][C:2]1[C:3]([Cl:20])=[C:4]([NH:15][S:16]([CH3:19])(=[O:18])=[O:17])[CH:5]=[C:6]([F:14])[C:7]=1[CH2:8][C:9]1[NH:13][CH2:12][CH2:11][N:10]=1, predict the reactants needed to synthesize it. The reactants are: [Br:1][C:2]1[C:3]([Cl:20])=[C:4]([NH:15][S:16]([CH3:19])(=[O:18])=[O:17])[CH:5]=[C:6]([F:14])[C:7]=1[CH2:8][C:9]1[NH:10][CH2:11][CH2:12][N:13]=1.Cl. (3) Given the product [I:13][C:10]1[CH:11]=[CH:12][C:7]([N:6]2[CH2:2][C:3]([CH3:15])([CH3:16])[CH2:4][C:5]2=[O:14])=[N:8][CH:9]=1, predict the reactants needed to synthesize it. The reactants are: O[CH:2]1[N:6]([C:7]2[CH:12]=[CH:11][C:10]([I:13])=[CH:9][N:8]=2)[C:5](=[O:14])[CH2:4][C:3]1([CH3:16])[CH3:15].FC(F)(F)C(OC(=O)C(F)(F)F)=O.FC(F)(F)C(O)=O.C([SiH](CC)CC)C. (4) Given the product [O:3]=[C:1]1[CH2:2][C:15]2[C:16](=[CH:24][CH:12]=[CH:13][C:14]=2[C:19]2[CH:18]=[C:5]([CH:22]=[CH:21][CH:20]=2)[C:4]([OH:7])=[O:6])[NH:11]1, predict the reactants needed to synthesize it. The reactants are: [CH2:1]([OH:3])[CH3:2].[C:4]([OH:7])(=[O:6])[CH3:5].[Br-].[Br-].[Br-].[NH+:11]1[CH:16]=[CH:15][CH:14]=[CH:13][CH:12]=1.[NH+]1[CH:22]=[CH:21][CH:20]=[CH:19][CH:18]=1.[NH+]1C=CC=C[CH:24]=1.O. (5) Given the product [CH3:39][O:38][CH2:37][CH:32]([N:19]1[CH2:18][C@@H:17]([NH:16][C:14]([NH:13][C:12]2[N:8]([C:2]3[CH:7]=[CH:6][CH:5]=[CH:4][CH:3]=3)[N:9]=[C:10]3[CH2:30][CH2:29][CH2:28][C:11]=23)=[O:15])[C@H:21]([C:22]2[CH:23]=[CH:24][CH:25]=[CH:26][CH:27]=2)[CH2:20]1)[C:33]([O:35][CH3:36])=[O:34], predict the reactants needed to synthesize it. The reactants are: Cl.[C:2]1([N:8]2[C:12]([NH:13][C:14]([NH:16][C@H:17]3[C@H:21]([C:22]4[CH:27]=[CH:26][CH:25]=[CH:24][CH:23]=4)[CH2:20][NH:19][CH2:18]3)=[O:15])=[C:11]3[CH2:28][CH2:29][CH2:30][C:10]3=[N:9]2)[CH:7]=[CH:6][CH:5]=[CH:4][CH:3]=1.Br[CH:32]([CH2:37][O:38][CH3:39])[C:33]([O:35][CH3:36])=[O:34].CCN(C(C)C)C(C)C. (6) Given the product [CH2:12]([N:14]1[C:19](=[O:20])[CH2:18][S:16][C:15]1=[C:1]([C:2]1[CH:7]=[CH:6][CH:5]=[CH:4][CH:3]=1)[C:8]#[N:9])[CH3:13], predict the reactants needed to synthesize it. The reactants are: [CH2:1]([C:8]#[N:9])[C:2]1[CH:7]=[CH:6][CH:5]=[CH:4][CH:3]=1.[H-].[Na+].[CH2:12]([N:14]=[C:15]=[S:16])[CH3:13].Br[CH2:18][C:19](Cl)=[O:20].C(=O)(O)[O-].[Na+].